Dataset: Forward reaction prediction with 1.9M reactions from USPTO patents (1976-2016). Task: Predict the product of the given reaction. The product is: [Cl:1][C:2]1[CH:3]=[C:4]2[C:8](=[C:9]([N+:11]([O-:13])=[O:12])[CH:10]=1)[NH:7][C:6]([C:14]([O:16][CH2:17][CH3:18])=[O:15])=[C:5]2[S:26]([OH:29])(=[O:28])=[O:27]. Given the reactants [Cl:1][C:2]1[CH:3]=[C:4]2[C:8](=[C:9]([N+:11]([O-:13])=[O:12])[CH:10]=1)[NH:7][C:6]([C:14]([O:16][CH2:17][CH3:18])=[O:15])=[CH:5]2.C(OC(=O)C)(=O)C.[S:26](=O)(=[O:29])([OH:28])[OH:27], predict the reaction product.